This data is from Reaction yield outcomes from USPTO patents with 853,638 reactions. The task is: Predict the reaction yield, written as a fraction of the theoretical maximum amount of product (1.0 means a 100% yield; for example, 0.34 means a 34% yield). (1) The reactants are [OH:1][CH2:2][C@H:3]1[CH2:8][CH2:7][CH2:6][N:5]([C:9]([O:11][C:12]([CH3:15])([CH3:14])[CH3:13])=[O:10])[CH2:4]1.[Br:16][C:17]1[C:22](O)=[CH:21][CH:20]=[CH:19][N:18]=1.C1(P(C2C=CC=CC=2)C2C=CC=CC=2)C=CC=CC=1.N(C(OC(C)C)=O)=NC(OC(C)C)=O. The catalyst is C1(C)C=CC=CC=1. The product is [C:12]([O:11][C:9]([N:5]1[CH2:6][CH2:7][CH2:8][C@H:3]([CH2:2][O:1][C:22]2[C:17]([Br:16])=[N:18][CH:19]=[CH:20][CH:21]=2)[CH2:4]1)=[O:10])([CH3:15])([CH3:14])[CH3:13]. The yield is 0.740. (2) The yield is 0.998. The product is [N+:11]([C:9]1[CH:8]=[CH:7][C:3]2[C:4](=[O:6])[O:5][C:15](=[O:17])[NH:1][C:2]=2[CH:10]=1)([O-:13])=[O:12]. The catalyst is C1COCC1. The reactants are [NH2:1][C:2]1[CH:10]=[C:9]([N+:11]([O-:13])=[O:12])[CH:8]=[CH:7][C:3]=1[C:4]([OH:6])=[O:5].Cl[C:15](Cl)([O:17]C(=O)OC(Cl)(Cl)Cl)Cl. (3) The reactants are C[O:2][C:3]1[CH:8]=[CH:7][C:6]([C:9]2[O:10][CH:11]=[CH:12][N:13]=2)=[CH:5][CH:4]=1.B(Br)(Br)Br. No catalyst specified. The product is [O:10]1[CH:11]=[CH:12][N:13]=[C:9]1[C:6]1[CH:7]=[CH:8][C:3]([OH:2])=[CH:4][CH:5]=1. The yield is 0.950. (4) The yield is 0.280. The catalyst is CN(C=O)C. The product is [N:1]1([CH2:14][N:15]2[CH2:19][CH:18]([CH2:20][CH2:21][CH3:22])[CH2:17][C:16]2=[O:23])[C:10]2[C:5](=[CH:6][CH:7]=[CH:8][CH:9]=2)[CH2:4][CH2:3][CH2:2]1. The reactants are [NH:1]1[C:10]2[C:5](=[CH:6][CH:7]=[CH:8][CH:9]=2)[CH2:4][CH2:3][CH2:2]1.[H-].[Na+].Cl[CH2:14][N:15]1[CH2:19][CH:18]([CH2:20][CH2:21][CH3:22])[CH2:17][C:16]1=[O:23].O.